This data is from Full USPTO retrosynthesis dataset with 1.9M reactions from patents (1976-2016). The task is: Predict the reactants needed to synthesize the given product. Given the product [N:1]12[CH2:9][CH2:8][CH:5]([CH2:6][CH2:7]1)[N:4]([C:10]1[CH:15]=[CH:14][C:13]([NH:16][C:22](=[O:23])[C:21]3[CH:25]=[CH:26][CH:27]=[CH:28][C:20]=3[N+:17]([O-:19])=[O:18])=[CH:12][CH:11]=1)[CH2:3][CH2:2]2, predict the reactants needed to synthesize it. The reactants are: [N:1]12[CH2:9][CH2:8][CH:5]([CH2:6][CH2:7]1)[N:4]([C:10]1[CH:15]=[CH:14][C:13]([NH2:16])=[CH:12][CH:11]=1)[CH2:3][CH2:2]2.[N+:17]([C:20]1[CH:28]=[CH:27][CH:26]=[CH:25][C:21]=1[C:22](Cl)=[O:23])([O-:19])=[O:18].[OH-].[Na+].